Predict the product of the given reaction. From a dataset of Forward reaction prediction with 1.9M reactions from USPTO patents (1976-2016). (1) Given the reactants [C:1]([O:5][C:6](=[O:26])[NH:7][C:8]1[CH:12]=[C:11]([NH:13][C:14]([NH:16][C:17]2[CH:22]=[CH:21][CH:20]=[C:19]([C:23](=[O:25])[CH3:24])[CH:18]=2)=[S:15])[NH:10][N:9]=1)([CH3:4])([CH3:3])[CH3:2].BrBr, predict the reaction product. The product is: [C:1]([O:5][C:6](=[O:26])[NH:7][C:8]1[C:12]2[S:15][C:14]([NH:16][C:17]3[CH:22]=[CH:21][CH:20]=[C:19]([C:23](=[O:25])[CH3:24])[CH:18]=3)=[N:13][C:11]=2[NH:10][N:9]=1)([CH3:4])([CH3:2])[CH3:3]. (2) Given the reactants [Cl:1][CH2:2][C:3](Cl)=[O:4].[NH2:6][C:7]1[CH:12]=[CH:11][CH:10]=[C:9]([Br:13])[C:8]=1[CH2:14][OH:15].CCN(C(C)C)C(C)C, predict the reaction product. The product is: [Br:13][C:9]1[C:8]([CH2:14][OH:15])=[C:7]([NH:6][C:3](=[O:4])[CH2:2][Cl:1])[CH:12]=[CH:11][CH:10]=1. (3) Given the reactants [CH2:1]([O:3][C:4]1[CH:5]=[C:6]([N:10]2[CH:14]=[C:13]([C:15]([O:17]CC)=[O:16])[N:12]=[C:11]2[C:20]2[CH:25]=[CH:24][C:23]([CH3:26])=[CH:22][C:21]=2[F:27])[CH:7]=[CH:8][CH:9]=1)[CH3:2].C(=O)(O)[O-].[Na+].BrCC(=O)C(OCC)=O, predict the reaction product. The product is: [CH2:1]([O:3][C:4]1[CH:5]=[C:6]([N:10]2[CH:14]=[C:13]([C:15]([OH:17])=[O:16])[N:12]=[C:11]2[C:20]2[CH:25]=[CH:24][C:23]([CH3:26])=[CH:22][C:21]=2[F:27])[CH:7]=[CH:8][CH:9]=1)[CH3:2]. (4) Given the reactants [Br:1][C:2]1[C:3](Cl)=[N:4][CH:5]=[CH:6][C:7]=1[CH3:8].[CH3:10][O-:11].[Na+], predict the reaction product. The product is: [Br:1][C:2]1[C:3]([O:11][CH3:10])=[N:4][CH:5]=[CH:6][C:7]=1[CH3:8]. (5) Given the reactants [CH:1]1([N:7]2[CH2:12][CH2:11][NH:10][CH2:9][CH2:8]2)[CH2:6][CH2:5][CH2:4][CH2:3][CH2:2]1.Br[CH2:14][CH2:15][CH2:16][N:17]1[C:21](=[O:22])[C:20]2=[CH:23][CH:24]=[CH:25][CH:26]=[C:19]2[C:18]1=[O:27].C(=O)([O-])[O-].[K+].[K+], predict the reaction product. The product is: [CH:1]1([N:7]2[CH2:12][CH2:11][N:10]([CH2:14][CH2:15][CH2:16][N:17]3[C:21](=[O:22])[C:20]4[C:19](=[CH:26][CH:25]=[CH:24][CH:23]=4)[C:18]3=[O:27])[CH2:9][CH2:8]2)[CH2:6][CH2:5][CH2:4][CH2:3][CH2:2]1. (6) Given the reactants CC(C)([O-])C.[K+].[Cl:7][C:8]1[C:9](F)=[N:10][CH:11]=[C:12]([O:14][CH2:15][CH2:16][CH2:17][O:18][CH:19]2[CH2:24][CH2:23][CH2:22][CH2:21][O:20]2)[CH:13]=1.CN(C)C(=O)C.[CH3:32][C:33]1[N:34]=[CH:35][C:36]([NH:39][C:40]2[C:49]3[C:44](=[CH:45][CH:46]=[C:47]([OH:50])[CH:48]=3)[N:43]=[CH:42][N:41]=2)=[N:37][CH:38]=1, predict the reaction product. The product is: [Cl:7][C:8]1[C:9]([O:50][C:47]2[CH:48]=[C:49]3[C:44](=[CH:45][CH:46]=2)[N:43]=[CH:42][N:41]=[C:40]3[NH:39][C:36]2[CH:35]=[N:34][C:33]([CH3:32])=[CH:38][N:37]=2)=[N:10][CH:11]=[C:12]([O:14][CH2:15][CH2:16][CH2:17][O:18][CH:19]2[CH2:24][CH2:23][CH2:22][CH2:21][O:20]2)[CH:13]=1. (7) Given the reactants [CH3:1][O:2][C:3]1[CH:4]=[C:5]([C:13](=[O:15])[CH3:14])[CH:6]=[C:7]([O:11][CH3:12])[C:8]=1[O:9][CH3:10].[CH3:16][O:17][C:18]1[CH:19]=[C:20]([C:26]2[CH:30]=[C:29]([CH:31]=O)[NH:28][N:27]=2)[CH:21]=[CH:22][C:23]=1[O:24][CH3:25].[OH-].[K+], predict the reaction product. The product is: [CH3:16][O:17][C:18]1[CH:19]=[C:20]([C:26]2[CH:30]=[C:29](/[CH:31]=[CH:14]/[C:13]([C:5]3[CH:6]=[C:7]([O:11][CH3:12])[C:8]([O:9][CH3:10])=[C:3]([O:2][CH3:1])[CH:4]=3)=[O:15])[NH:28][N:27]=2)[CH:21]=[CH:22][C:23]=1[O:24][CH3:25].